Dataset: Full USPTO retrosynthesis dataset with 1.9M reactions from patents (1976-2016). Task: Predict the reactants needed to synthesize the given product. (1) Given the product [CH2:1]([CH:5]1[CH2:11][N:10]([CH:12]2[CH2:16][CH2:15][CH2:14][CH2:13]2)[C:9]2[N:17]=[C:18]([NH:24][C:25]3[CH:33]=[CH:32][C:28]([C:29]([OH:31])=[O:30])=[CH:27][C:26]=3[O:34][CH3:35])[N:19]=[CH:20][C:8]=2[N:7]([CH3:22])[C:6]1=[O:23])[C:2]#[C:3][CH3:4], predict the reactants needed to synthesize it. The reactants are: [CH2:1]([CH:5]1[CH2:11][N:10]([CH:12]2[CH2:16][CH2:15][CH2:14][CH2:13]2)[C:9]2[N:17]=[C:18](Cl)[N:19]=[CH:20][C:8]=2[N:7]([CH3:22])[C:6]1=[O:23])[C:2]#[C:3][CH3:4].[NH2:24][C:25]1[CH:33]=[CH:32][C:28]([C:29]([OH:31])=[O:30])=[CH:27][C:26]=1[O:34][CH3:35].O.C1(C)C=CC(S(O)(=O)=O)=CC=1. (2) Given the product [Cl:19][C:15]1[C:16]([N:38]2[CH:42]=[CH:41][N:40]=[CH:39]2)=[CH:17][C:12]2[O:11][CH:10]([C:20]([N:22]3[CH2:27][CH2:26][C:25]([CH2:28][C:29]4[CH:30]=[CH:31][C:32]([F:35])=[CH:33][CH:34]=4)([C:36]#[N:37])[CH2:24][CH2:23]3)=[O:21])[CH2:9][NH:8][C:13]=2[CH:14]=1, predict the reactants needed to synthesize it. The reactants are: C(OC([N:8]1[C:13]2[CH:14]=[C:15]([Cl:19])[C:16](Br)=[CH:17][C:12]=2[O:11][CH:10]([C:20]([N:22]2[CH2:27][CH2:26][C:25]([C:36]#[N:37])([CH2:28][C:29]3[CH:34]=[CH:33][C:32]([F:35])=[CH:31][CH:30]=3)[CH2:24][CH2:23]2)=[O:21])[CH2:9]1)=O)(C)(C)C.[NH:38]1[CH:42]=[CH:41][N:40]=[CH:39]1.C(=O)([O-])[O-].[Cs+].[Cs+].CN(C)CCN.